Task: Predict which catalyst facilitates the given reaction.. Dataset: Catalyst prediction with 721,799 reactions and 888 catalyst types from USPTO (1) Reactant: [CH:1]1([NH:7][C:8]2[N:13]=[CH:12][N:11]=[C:10]([C:14]([OH:16])=O)[CH:9]=2)[CH2:6][CH2:5][CH2:4][CH2:3][CH2:2]1.[NH2:17][C:18]1[CH:19]=[C:20]2[C:24](=[CH:25][CH:26]=1)[NH:23][N:22]=[CH:21]2. Product: [CH:1]1([NH:7][C:8]2[N:13]=[CH:12][N:11]=[C:10]([C:14]([NH:17][C:18]3[CH:19]=[C:20]4[C:24](=[CH:25][CH:26]=3)[NH:23][N:22]=[CH:21]4)=[O:16])[CH:9]=2)[CH2:2][CH2:3][CH2:4][CH2:5][CH2:6]1. The catalyst class is: 2. (2) Reactant: [Cl:1][C:2]1[CH:19]=[CH:18][C:5]2[CH:6]([CH2:9][O:10][Si](C(C)(C)C)(C)C)[O:7][CH2:8][C:4]=2[CH:3]=1.CCCC[N+](CCCC)(CCCC)CCCC.[F-]. Product: [Cl:1][C:2]1[CH:19]=[CH:18][C:5]2[CH:6]([CH2:9][OH:10])[O:7][CH2:8][C:4]=2[CH:3]=1. The catalyst class is: 1. (3) Reactant: [Cl:1][C:2]1[CH:3]=[C:4]2[C:9](=[CH:10][C:11]=1[F:12])[C:8]([CH3:14])([CH3:13])[C:7](=[O:15])[C:6]([C:16](OCC)=[O:17])=[C:5]2[OH:21].Cl.[C:23]([O:27][C:28](=[O:31])[CH2:29][NH2:30])([CH3:26])([CH3:25])[CH3:24].CCN(C(C)C)C(C)C. Product: [Cl:1][C:2]1[CH:3]=[C:4]2[C:9](=[CH:10][C:11]=1[F:12])[C:8]([CH3:13])([CH3:14])[C:7](=[O:15])[C:6]([C:16]([NH:30][CH2:29][C:28]([O:27][C:23]([CH3:26])([CH3:25])[CH3:24])=[O:31])=[O:17])=[C:5]2[OH:21]. The catalyst class is: 38. (4) Reactant: [F:1][C:2]([F:6])([F:5])[CH2:3][OH:4].[C:7](N=P1(N(CC)CC)N(C)CCCN1C)(C)(C)C.[Cl:25][C:26]1[CH:31]=[CH:30][CH:29]=[CH:28][C:27]=1[C:32]1[C:33]([C:47]2[CH:52]=[CH:51][C:50]([Cl:53])=[CH:49][CH:48]=2)=[CH:34][C:35]2[N:36]([C:38](OCC(F)(F)F)=[N:39][N:40]=2)N=1. Product: [Cl:25][C:26]1[CH:31]=[CH:30][CH:29]=[CH:28][C:27]=1[C:32]1[C:33]([C:47]2[CH:52]=[CH:51][C:50]([Cl:53])=[CH:49][CH:48]=2)=[CH:34][C:35]2[N:36]([C:38]([O:4][CH2:3][C:2]([F:6])([F:5])[F:1])=[N:39][N:40]=2)[CH:7]=1. The catalyst class is: 1. (5) Reactant: [Cl:1][C:2]1[N:11]=[C:10](Cl)[C:9]2[C:4](=[CH:5][CH:6]=[CH:7][CH:8]=2)[N:3]=1.[NH3:13]. Product: [Cl:1][C:2]1[N:11]=[C:10]([NH2:13])[C:9]2[C:4](=[CH:5][CH:6]=[CH:7][CH:8]=2)[N:3]=1. The catalyst class is: 49. (6) Reactant: C(=O)(O)[O-].[Na+].[NH2:6][C@H:7]([C:10]([OH:12])=[O:11])[CH2:8][SH:9].[CH3:13][C:14]([C:16]1[CH:21]=[CH:20][C:19]([OH:22])=[CH:18][C:17]=1[OH:23])=O. Product: [OH:23][C:17]1[CH:18]=[C:19]([OH:22])[CH:20]=[CH:21][C:16]=1[CH2:14][CH2:13][NH:6][C@H:7]([C:10]([OH:12])=[O:11])[CH2:8][SH:9]. The catalyst class is: 6. (7) Reactant: [CH3:1][C:2]1[O:6][C:5]([C:7]2[CH:8]=[N:9][NH:10][C:11]=2[NH2:12])=[N:4][CH:3]=1.[CH2:13]([C:15]1[C:19]2[CH:20]=[CH:21][C:22]([C:24](=O)[CH2:25][C:26](OCC)=[O:27])=[CH:23][C:18]=2[O:17][N:16]=1)[CH3:14].CC1C=CC(S(O)(=O)=O)=CC=1. Product: [CH2:13]([C:15]1[C:19]2[CH:20]=[CH:21][C:22]([C:24]3[NH:12][C:11]4[N:10]([N:9]=[CH:8][C:7]=4[C:5]4[O:6][C:2]([CH3:1])=[CH:3][N:4]=4)[C:26](=[O:27])[CH:25]=3)=[CH:23][C:18]=2[O:17][N:16]=1)[CH3:14]. The catalyst class is: 114.